This data is from Catalyst prediction with 721,799 reactions and 888 catalyst types from USPTO. The task is: Predict which catalyst facilitates the given reaction. Reactant: [CH3:1][N:2]1[CH:6]=[C:5]([C:7]2[CH:12]=[C:11]([O:13][C:14]3[CH:15]=[CH:16][C:17]([NH2:20])=[N:18][CH:19]=3)[CH:10]=[CH:9][N:8]=2)[CH:4]=[N:3]1.Cl[CH2:22][C:23]([N:25]=[C:26]=[O:27])=[O:24].[CH3:28][N:29]1[CH2:34][CH2:33][NH:32][CH2:31][CH2:30]1. Product: [CH3:1][N:2]1[CH:6]=[C:5]([C:7]2[CH:12]=[C:11]([O:13][C:14]3[CH:15]=[CH:16][C:17]([NH:20][C:26]([NH:25][C:23](=[O:24])[CH2:22][N:32]4[CH2:33][CH2:34][N:29]([CH3:28])[CH2:30][CH2:31]4)=[O:27])=[N:18][CH:19]=3)[CH:10]=[CH:9][N:8]=2)[CH:4]=[N:3]1. The catalyst class is: 49.